This data is from Full USPTO retrosynthesis dataset with 1.9M reactions from patents (1976-2016). The task is: Predict the reactants needed to synthesize the given product. (1) Given the product [Cl:1][C:2]1[N:3]=[CH:4][CH:5]=[C:6]2[C:10]([CH3:11])=[C:9]([CH3:12])[N:8]([CH2:17][C:16]3[CH:19]=[CH:20][CH:21]=[C:14]([F:13])[CH:15]=3)[C:7]=12, predict the reactants needed to synthesize it. The reactants are: [Cl:1][C:2]1[N:3]=[CH:4][CH:5]=[C:6]2[C:10]([CH3:11])=[C:9]([CH3:12])[NH:8][C:7]=12.[F:13][C:14]1[CH:15]=[C:16]([CH:19]=[CH:20][CH:21]=1)[CH2:17]Cl. (2) Given the product [C:16]([C:13]1[N:14]=[C:15]2[C:7]([C:1]3[CH:2]=[CH:3][CH:4]=[CH:5][CH:6]=3)=[C:8]([C:22]3[CH:27]=[CH:26][C:25]([C:28]4([NH:32][C:33](=[O:39])[O:34][C:35]([CH3:37])([CH3:36])[CH3:38])[CH2:31][CH2:30][CH2:29]4)=[CH:24][CH:23]=3)[O:9][C:10]2=[N:11][CH:12]=1)#[CH:17], predict the reactants needed to synthesize it. The reactants are: [C:1]1([C:7]2[C:15]3[C:10](=[N:11][CH:12]=[C:13]([C:16]#[C:17][Si](C)(C)C)[N:14]=3)[O:9][C:8]=2[C:22]2[CH:27]=[CH:26][C:25]([C:28]3([NH:32][C:33](=[O:39])[O:34][C:35]([CH3:38])([CH3:37])[CH3:36])[CH2:31][CH2:30][CH2:29]3)=[CH:24][CH:23]=2)[CH:6]=[CH:5][CH:4]=[CH:3][CH:2]=1.C(=O)([O-])[O-].[K+].[K+]. (3) Given the product [CH2:1]([C@H:8]1[C@@H:12]([C@H:13]2[CH2:17][C@@H:16]([OH:18])[CH2:15][N:14]2[C:26]([O:28][C:29]([CH3:30])([CH3:31])[CH3:32])=[O:27])[O:11][C:10]([CH3:34])([CH3:33])[N:9]1[C:35]([O:37][CH2:38][CH2:39][Si:40]([CH3:43])([CH3:42])[CH3:41])=[O:36])[C:2]1[CH:7]=[CH:6][CH:5]=[CH:4][CH:3]=1, predict the reactants needed to synthesize it. The reactants are: [CH2:1]([C@H:8]1[C@@H:12]([C@H:13]2[CH2:17][C@@H:16]([O:18]CC3C=CC=CC=3)[CH2:15][N:14]2[C:26]([O:28][C:29]([CH3:32])([CH3:31])[CH3:30])=[O:27])[O:11][C:10]([CH3:34])([CH3:33])[N:9]1[C:35]([O:37][CH2:38][CH2:39][Si:40]([CH3:43])([CH3:42])[CH3:41])=[O:36])[C:2]1[CH:7]=[CH:6][CH:5]=[CH:4][CH:3]=1. (4) Given the product [CH3:19][N:2]([CH3:1])[CH2:3][CH2:4][CH2:5][N:6]1[CH2:11][CH2:10][S:9][C:8]2[CH:12]=[C:13]([NH2:16])[CH:14]=[CH:15][C:7]1=2, predict the reactants needed to synthesize it. The reactants are: [CH3:1][N:2]([CH3:19])[CH2:3][CH2:4][CH2:5][N:6]1[CH2:11][CH2:10][S:9][C:8]2[CH:12]=[C:13]([N+:16]([O-])=O)[CH:14]=[CH:15][C:7]1=2.O.NN. (5) Given the product [CH:7]12[S:14][CH:11]([CH2:12][CH2:13]1)[CH2:10][CH:9]([C:26]#[N:27])[CH2:8]2, predict the reactants needed to synthesize it. The reactants are: C(O[K])(C)(C)C.[CH:7]12[S:14][CH:11]([CH2:12][CH2:13]1)[CH2:10][C:9](=O)[CH2:8]2.S([CH2:26][N+:27]#[C-])(C1C=CC(C)=CC=1)(=O)=O.CCOCC. (6) Given the product [C:10]([CH2:11][NH:16][C:49](=[O:51])[C@@H:48]([NH:47][C@@H:41]([C:38]1[CH:37]=[CH:36][C:35]([Br:34])=[CH:40][CH:39]=1)[C:42]1[S:43][CH:44]=[CH:45][N:46]=1)[CH2:52][CH:53]([CH3:55])[CH3:54])#[N:9], predict the reactants needed to synthesize it. The reactants are: CN(C(O[N:9]1N=[N:16][C:11]2C=CC=N[C:10]1=2)=[N+](C)C)C.F[P-](F)(F)(F)(F)F.C(N(C(C)C)CC)(C)C.[Br:34][C:35]1[CH:40]=[CH:39][C:38]([C@H:41]([NH:47][C@@H:48]([CH2:52][CH:53]([CH3:55])[CH3:54])[C:49]([OH:51])=O)[C:42]2[S:43][CH:44]=[CH:45][N:46]=2)=[CH:37][CH:36]=1.NCC#N. (7) Given the product [CH2:13]([O:12][C:9](=[O:11])[CH2:10][CH2:25][C:26]1[N:30]([CH3:31])[N:29]=[C:28]([C:32]2[CH:33]=[CH:34][C:35]([O:38][C:39]([F:41])([F:40])[F:42])=[CH:36][CH:37]=2)[CH:27]=1)[CH3:14], predict the reactants needed to synthesize it. The reactants are: C([N-]C(C)C)(C)C.[Li+].[C:9]([O:12][CH2:13][CH3:14])(=[O:11])[CH3:10].CN1C(=O)N(C)CCC1.I[CH2:25][C:26]1[N:30]([CH3:31])[N:29]=[C:28]([C:32]2[CH:37]=[CH:36][C:35]([O:38][C:39]([F:42])([F:41])[F:40])=[CH:34][CH:33]=2)[CH:27]=1.